From a dataset of Choline transporter screen with 302,306 compounds. Binary Classification. Given a drug SMILES string, predict its activity (active/inactive) in a high-throughput screening assay against a specified biological target. (1) The compound is Clc1c(CN2CCN(CC2)CC(=O)Nc2sc(nn2)C)cccc1. The result is 0 (inactive). (2) The drug is Clc1cc2[nH]c(SCC(=O)NCc3occc3)nc2cc1. The result is 0 (inactive). (3) The drug is S1C(c2c(sc(c2)C)C)CC(=O)Nc2c1cccc2. The result is 0 (inactive). (4) The drug is Clc1ccc(C2=NOC3(C4(Oc5c(C3=O)cc(F)cc5)CCN(CC4)C(=O)c3cc4OCOc4cc3)C2)cc1. The result is 0 (inactive). (5) The compound is S=C(NCC12OC(C3C1C(=O)N(C3=O)c1ccc(cc1)C)C=C2)Nc1ccc(cc1)C. The result is 0 (inactive).